This data is from NCI-60 drug combinations with 297,098 pairs across 59 cell lines. The task is: Regression. Given two drug SMILES strings and cell line genomic features, predict the synergy score measuring deviation from expected non-interaction effect. Drug 1: C1CNP(=O)(OC1)N(CCCl)CCCl. Drug 2: C1C(C(OC1N2C=NC3=C2NC=NCC3O)CO)O. Cell line: CCRF-CEM. Synergy scores: CSS=-0.209, Synergy_ZIP=-0.762, Synergy_Bliss=-1.95, Synergy_Loewe=-7.86, Synergy_HSA=-4.41.